This data is from Reaction yield outcomes from USPTO patents with 853,638 reactions. The task is: Predict the reaction yield, written as a fraction of the theoretical maximum amount of product (1.0 means a 100% yield; for example, 0.34 means a 34% yield). (1) The reactants are [F:1][C:2]1[CH:9]=[C:8]([F:10])[CH:7]=[CH:6][C:3]=1[CH:4]=O.COP([CH2:17][C:18](=[O:20])[CH3:19])(=O)OC.C([O-])([O-])=O.[K+].[K+]. The catalyst is O. The product is [F:1][C:2]1[CH:9]=[C:8]([F:10])[CH:7]=[CH:6][C:3]=1/[CH:4]=[CH:17]/[C:18](=[O:20])[CH3:19]. The yield is 0.790. (2) The reactants are O[C:2]1[NH:3][C:4]2[C:10]([CH3:11])=[CH:9][CH:8]=[CH:7][C:5]=2[N:6]=1.P(Cl)(Cl)([Cl:14])=O.N. The catalyst is O. The product is [Cl:14][C:2]1[NH:3][C:4]2[C:10]([CH3:11])=[CH:9][CH:8]=[CH:7][C:5]=2[N:6]=1. The yield is 0.930. (3) The reactants are C(Cl)(=O)C(Cl)=O.CS(C)=O.[CH2:11]([N:13]([CH2:24][CH3:25])[C:14]([C:16]1[CH:23]=[CH:22][C:19]([CH2:20][OH:21])=[CH:18][CH:17]=1)=[O:15])[CH3:12].C(N(CC)CC)C. The catalyst is ClCCl.O. The product is [CH2:24]([N:13]([CH2:11][CH3:12])[C:14]([C:16]1[CH:17]=[CH:18][C:19]([CH:20]=[O:21])=[CH:22][CH:23]=1)=[O:15])[CH3:25]. The yield is 0.950. (4) The reactants are [NH:1]1[CH2:6][CH2:5][CH:4]([O:7][C:8]2[CH:20]=[C:19]3[C:11]([N:12]4[C:17](=[CH:18]3)[C:16](=[O:21])[NH:15][CH2:14][CH2:13]4)=[N:10][CH:9]=2)[CH2:3][CH2:2]1.O.[CH:23]1([CH:26]=O)[CH2:25][CH2:24]1.C(O)(=O)C.C([BH3-])#N.[Na+].C(=O)(O)[O-].[Na+]. The catalyst is O1CCCC1. The product is [CH:23]1([CH2:26][N:1]2[CH2:2][CH2:3][CH:4]([O:7][C:8]3[CH:20]=[C:19]4[C:11]([N:12]5[C:17](=[CH:18]4)[C:16](=[O:21])[NH:15][CH2:14][CH2:13]5)=[N:10][CH:9]=3)[CH2:5][CH2:6]2)[CH2:25][CH2:24]1. The yield is 0.400. (5) The reactants are [CH3:1][C:2]1[CH2:7][CH2:6][CH2:5][C:4]([CH3:9])([CH3:8])[C:3]=1[CH:10]=O.[NH2:12][C:13]1[CH:18]=[CH:17][CH:16]=[C:15]([CH3:19])[CH:14]=1.C(O)(=O)C.[Na]. The catalyst is CO. The product is [CH3:19][C:15]1[CH:14]=[C:13]([CH:18]=[CH:17][CH:16]=1)[NH:12][CH2:10][C:3]1[C:4]([CH3:9])([CH3:8])[CH2:5][CH2:6][CH2:7][C:2]=1[CH3:1]. The yield is 0.760.